Task: Regression. Given a peptide amino acid sequence and an MHC pseudo amino acid sequence, predict their binding affinity value. This is MHC class II binding data.. Dataset: Peptide-MHC class II binding affinity with 134,281 pairs from IEDB (1) The peptide sequence is SNPKFENIAEGLRAL. The MHC is HLA-DQA10401-DQB10402 with pseudo-sequence HLA-DQA10401-DQB10402. The binding affinity (normalized) is 0.605. (2) The peptide sequence is DTFRKDFRVYSNFLR. The MHC is DRB3_0101 with pseudo-sequence DRB3_0101. The binding affinity (normalized) is 0.314. (3) The peptide sequence is QWHKEGSSIGKLFTQHHHHHH. The MHC is HLA-DQA10501-DQB10302 with pseudo-sequence HLA-DQA10501-DQB10302. The binding affinity (normalized) is 0.171. (4) The peptide sequence is AQNGVRAMSSLGSSL. The MHC is HLA-DQA10301-DQB10302 with pseudo-sequence HLA-DQA10301-DQB10302. The binding affinity (normalized) is 0.231. (5) The peptide sequence is FFIVVATAAVCLLFI. The MHC is H-2-IAb with pseudo-sequence H-2-IAb. The binding affinity (normalized) is 0.232.